Dataset: Skin sensitization/reaction prediction data. Task: Regression/Classification. Given a drug SMILES string, predict its toxicity properties. Task type varies by dataset: regression for continuous values (e.g., LD50, hERG inhibition percentage) or binary classification for toxic/non-toxic outcomes (e.g., AMES mutagenicity, cardiotoxicity, hepatotoxicity). Dataset: skin_reaction. (1) The molecule is C=CC(=O)OCC(CO)(COC(=O)C=C)COC(=O)C=C. The result is 0 (no skin reaction). (2) The compound is CCC(N)c1ccccc1. The result is 0 (no skin reaction). (3) The molecule is CCCCCCI. The result is 0 (no skin reaction). (4) The molecule is CC(=O)C(=O)c1ccccc1. The result is 1 (causes skin reaction). (5) The molecule is O=CC=C(c1ccccc1)c1ccccc1. The result is 1 (causes skin reaction). (6) The drug is CCCCCCCCCCCCCCI. The result is 1 (causes skin reaction). (7) The molecule is Cc1cccc(O)c1O. The result is 1 (causes skin reaction). (8) The compound is CCOC(=S)S. The result is 1 (causes skin reaction). (9) The compound is O=C(Oc1ccccc1)c1ccccc1. The result is 1 (causes skin reaction).